Task: Predict the reactants needed to synthesize the given product.. Dataset: Full USPTO retrosynthesis dataset with 1.9M reactions from patents (1976-2016) (1) Given the product [C:19]1([C:3]2[CH:4]=[CH:5][CH:6]=[C:7]3[C:2]=2[O:1][C:10]([CH:12]2[CH2:13][CH2:14][O:15][CH2:16][CH2:17]2)=[CH:9][C:8]3=[O:18])[CH:20]=[CH:21][CH:22]=[CH:23][CH:24]=1, predict the reactants needed to synthesize it. The reactants are: [OH:1][C:2]1[C:7]([C:8](=[O:18])[CH2:9][C:10]([CH:12]2[CH2:17][CH2:16][O:15][CH2:14][CH2:13]2)=O)=[CH:6][CH:5]=[CH:4][C:3]=1[C:19]1[CH:24]=[CH:23][CH:22]=[CH:21][CH:20]=1. (2) Given the product [CH3:7][C:6]1[C:8]2=[C:13]([OH:14])[CH:12]=[C:11]([CH3:15])[CH:10]=[C:9]2[O:16][N:5]=1, predict the reactants needed to synthesize it. The reactants are: C(O[N:5]=[C:6]([C:8]1[C:13]([OH:14])=[CH:12][C:11]([CH3:15])=[CH:10][C:9]=1[OH:16])[CH3:7])(=O)C.Cl. (3) The reactants are: O[CH2:2][C:3]([CH3:10])([CH3:9])[CH2:4][CH2:5][C:6]([OH:8])=[O:7].C([O-])([O-])=O.[K+].[K+].IC.O. Given the product [CH3:2][C:3]1([CH3:10])[CH2:9][O:7][C:6](=[O:8])[CH2:5][CH2:4]1, predict the reactants needed to synthesize it. (4) Given the product [Cl:26][C:27]1[C:28]([N:33]2[C:37]([C:38]([NH:7][C:8]3[C:9]([C:10](=[O:11])[N:12]=[S:13]([CH:17]([CH3:18])[CH3:19])[CH:14]([CH3:16])[CH3:15])=[CH:20][C:21]([Cl:25])=[CH:22][C:23]=3[CH3:24])=[O:39])=[CH:36][C:35]([C:41]([F:44])([F:42])[F:43])=[N:34]2)=[N:29][CH:30]=[CH:31][CH:32]=1, predict the reactants needed to synthesize it. The reactants are: C(=O)([O-])[O-].[K+].[K+].[NH2:7][C:8]1[C:23]([CH3:24])=[CH:22][C:21]([Cl:25])=[CH:20][C:9]=1[C:10]([N:12]=[S:13]([CH:17]([CH3:19])[CH3:18])[CH:14]([CH3:16])[CH3:15])=[O:11].[Cl:26][C:27]1[C:28]([N:33]2[C:37]([C:38](Cl)=[O:39])=[CH:36][C:35]([C:41]([F:44])([F:43])[F:42])=[N:34]2)=[N:29][CH:30]=[CH:31][CH:32]=1. (5) Given the product [Cl:39][C:40]1[CH:45]=[CH:44][C:43]([C@@H:46]([OH:61])[CH2:47][CH2:48][C@@H:49]([C:51]2[CH:56]=[CH:55][C:54]([Cl:57])=[C:53]([N+:58]([O-:60])=[O:59])[CH:52]=2)[OH:50])=[CH:42][C:41]=1[N+:62]([O-:64])=[O:63], predict the reactants needed to synthesize it. The reactants are: C1(C(C2C=CC=CC=2)([C@H]2CCCN2)O)C=CC=CC=1.B(OC)(OC)OC.B.C(N(CC)C1C=CC=CC=1)C.[Cl:39][C:40]1[CH:45]=[CH:44][C:43]([C:46](=[O:61])[CH2:47][CH2:48][C:49]([C:51]2[CH:56]=[CH:55][C:54]([Cl:57])=[C:53]([N+:58]([O-:60])=[O:59])[CH:52]=2)=[O:50])=[CH:42][C:41]=1[N+:62]([O-:64])=[O:63]. (6) The reactants are: [NH:1]1[CH2:6][CH2:5][O:4][CH2:3][CH2:2]1.C[Al](C)C.[O:11]1[CH2:16][CH2:15][O:14][C:13]2[CH:17]=[C:18]([C:21]3[NH:22][C:23]4[N:24]([N:28]=[CH:29][C:30]=4[C:31](OCC)=[O:32])[C:25](=[O:27])[CH:26]=3)[CH:19]=[CH:20][C:12]1=2. Given the product [O:11]1[CH2:16][CH2:15][O:14][C:13]2[CH:17]=[C:18]([C:21]3[NH:22][C:23]4[N:24]([N:28]=[CH:29][C:30]=4[C:31]([N:1]4[CH2:6][CH2:5][O:4][CH2:3][CH2:2]4)=[O:32])[C:25](=[O:27])[CH:26]=3)[CH:19]=[CH:20][C:12]1=2, predict the reactants needed to synthesize it. (7) Given the product [CH2:18]([O:20][CH2:21][C:22]1[N:12]([CH2:13][CH2:14][CH:15]([CH3:17])[CH3:16])[C:11]2[C:10]3[CH:9]=[CH:8][CH:7]=[CH:6][C:5]=3[N:4]=[CH:3][C:2]=2[N:1]=1)[CH3:19], predict the reactants needed to synthesize it. The reactants are: [NH2:1][C:2]1[CH:3]=[N:4][C:5]2[C:10]([C:11]=1[NH:12][CH2:13][CH2:14][CH:15]([CH3:17])[CH3:16])=[CH:9][CH:8]=[CH:7][CH:6]=2.[CH2:18]([O:20][CH2:21][C:22](O)=O)[CH3:19].[OH-].[Na+].